From a dataset of Forward reaction prediction with 1.9M reactions from USPTO patents (1976-2016). Predict the product of the given reaction. Given the reactants [NH:1]([C:6]([O:8][C:9]([CH3:12])([CH3:11])[CH3:10])=[O:7])[CH2:2][C:3]([OH:5])=O.CN(C(ON1N=NC2C=CC=NC1=2)=[N+](C)C)C.F[P-](F)(F)(F)(F)F.[NH:37]1[C:46]2[C:41](=[CH:42][CH:43]=[CH:44][CH:45]=2)[CH2:40][CH2:39][CH2:38]1.CCN(C(C)C)C(C)C, predict the reaction product. The product is: [N:37]1([C:3](=[O:5])[CH2:2][NH:1][C:6](=[O:7])[O:8][C:9]([CH3:12])([CH3:11])[CH3:10])[C:46]2[C:41](=[CH:42][CH:43]=[CH:44][CH:45]=2)[CH2:40][CH2:39][CH2:38]1.